This data is from Full USPTO retrosynthesis dataset with 1.9M reactions from patents (1976-2016). The task is: Predict the reactants needed to synthesize the given product. (1) Given the product [CH:1]([S:14]([CH2:16][C:17]([NH2:20])=[O:19])=[O:15])([C:8]1[CH:13]=[CH:12][CH:11]=[CH:10][CH:9]=1)[C:2]1[CH:7]=[CH:6][CH:5]=[CH:4][CH:3]=1, predict the reactants needed to synthesize it. The reactants are: [CH:1]([S:14]([CH2:16][C:17]([O-:19])=O)=[O:15])([C:8]1[CH:13]=[CH:12][CH:11]=[CH:10][CH:9]=1)[C:2]1[CH:7]=[CH:6][CH:5]=[CH:4][CH:3]=1.[NH3:20]. (2) Given the product [Cl:20][C:21]1[C:30]([CH:2]=[O:1])=[CH:29][C:28]2[C:23](=[C:24]([O:31][CH3:32])[CH:25]=[CH:26][CH:27]=2)[N:22]=1, predict the reactants needed to synthesize it. The reactants are: [O:1]1CCC[CH2:2]1.C([N-]C(C)C)(C)C.[Li+].C1CCCCC1.[Cl:20][C:21]1[CH:30]=[CH:29][C:28]2[C:23](=[C:24]([O:31][CH3:32])[CH:25]=[CH:26][CH:27]=2)[N:22]=1.CN(C=O)C. (3) Given the product [Cl:1][C:2]1[CH:3]=[CH:4][C:5]([C:8]2([CH2:21][CH2:22][OH:23])[CH2:9][CH2:10][N:11]([C:14]([O:16][C:17]([CH3:18])([CH3:19])[CH3:20])=[O:15])[CH2:12][CH2:13]2)=[CH:6][CH:7]=1, predict the reactants needed to synthesize it. The reactants are: [Cl:1][C:2]1[CH:7]=[CH:6][C:5]([C:8]2([CH2:21][CH:22]=[O:23])[CH2:13][CH2:12][N:11]([C:14]([O:16][C:17]([CH3:20])([CH3:19])[CH3:18])=[O:15])[CH2:10][CH2:9]2)=[CH:4][CH:3]=1.[BH4-].[Na+]. (4) The reactants are: I[C:2]1[N:7]=[C:6]([O:8]CC)[C:5]([O:11]C)=[CH:4][CH:3]=1.[C:13]([C:15]1[CH:20]=[CH:19][C:18](B(O)O)=[CH:17][CH:16]=1)#[N:14].C([O-])([O-])=O.[K+].[K+]. Given the product [C:13]([C:15]1[CH:20]=[CH:19][C:18]([N:7]2[CH:2]=[CH:3][CH:4]=[C:5]([OH:11])[C:6]2=[O:8])=[CH:17][CH:16]=1)#[N:14], predict the reactants needed to synthesize it. (5) Given the product [Br:1][C:2]1[CH:3]=[CH:4][C:5]([C:6]([CH:8]2[CH2:13][CH2:12][CH2:11][CH2:10][CH:9]2[C:14]([O:16][CH3:21])=[O:15])=[O:7])=[CH:17][CH:18]=1, predict the reactants needed to synthesize it. The reactants are: [Br:1][C:2]1[CH:18]=[CH:17][C:5]([C:6]([CH:8]2[CH2:13][CH2:12][CH2:11][CH2:10][CH:9]2[C:14]([OH:16])=[O:15])=[O:7])=[CH:4][CH:3]=1.IC.[C:21]([O-])(O)=O.[Na+].Cl.